From a dataset of CYP3A4 inhibition data for predicting drug metabolism from PubChem BioAssay. Regression/Classification. Given a drug SMILES string, predict its absorption, distribution, metabolism, or excretion properties. Task type varies by dataset: regression for continuous measurements (e.g., permeability, clearance, half-life) or binary classification for categorical outcomes (e.g., BBB penetration, CYP inhibition). Dataset: cyp3a4_veith. (1) The molecule is CC1(C)S[C@@H]2[C@H](NC(=O)[C@H](C(=O)[O-])c3ccsc3)C(=O)N2[C@H]1C(=O)[O-].[Na+].[Na+]. The result is 0 (non-inhibitor). (2) The molecule is c1nnc(NCNc2nncs2)s1. The result is 0 (non-inhibitor). (3) The molecule is O=C1c2ccccc2C(=O)N1C1(C(=O)NC2(C(=O)O)CCCC2)CCCC1. The result is 0 (non-inhibitor). (4) The molecule is Cc1ccc(NC(C#N)c2ccccc2OCc2ccccc2)cc1. The result is 0 (non-inhibitor). (5) The drug is O=C(Nc1ccc([As](=O)(O)O)cc1)Nc1cccc(Cl)c1Cl. The result is 0 (non-inhibitor). (6) The compound is CC(=O)c1c(C(C)=O)c(C)n(NC(=O)c2ccncc2)c1C. The result is 0 (non-inhibitor). (7) The result is 0 (non-inhibitor). The compound is C[C@@H]1C(=O)O[C@@H]2C[C@]34[C@H]5C[C@@H](C(C)(C)C)[C@@]36[C@@H](OC(=O)[C@@H]6O)O[C@@]4(C(=O)O5)[C@@]12O.